From a dataset of Full USPTO retrosynthesis dataset with 1.9M reactions from patents (1976-2016). Predict the reactants needed to synthesize the given product. (1) The reactants are: Br[CH2:2][CH2:3][C:4]([NH:6][CH2:7][CH2:8][O:9][CH3:10])=[O:5].[C:11](=[S:14])([O-:13])[CH3:12].[K+]. Given the product [C:11](=[O:13])([S:14][CH2:2][CH2:3][C:4]([NH:6][CH2:7][CH2:8][O:9][CH3:10])=[O:5])[CH3:12], predict the reactants needed to synthesize it. (2) Given the product [Cl:24][C:21]1[CH:20]=[CH:19][C:18]([C:17]([C:5]2[CH:6]=[C:7]3[C:2](=[CH:3][CH:4]=2)[NH:1][C:33](=[O:35])[CH:34]=[C:8]3[C:10]2[CH:15]=[CH:14][CH:13]=[C:12]([I:16])[CH:11]=2)=[O:25])=[CH:23][CH:22]=1, predict the reactants needed to synthesize it. The reactants are: [NH2:1][CH:2]1[CH:7]([C:8]([C:10]2[CH:15]=[CH:14][CH:13]=[C:12]([I:16])[CH:11]=2)=O)[CH:6]=[C:5]([C:17](=[O:25])[C:18]2[CH:23]=[CH:22][C:21]([Cl:24])=[CH:20][CH:19]=2)[CH:4]=[CH:3]1.C(N(CC)CC)C.[C:33](OC(=O)C)(=[O:35])[CH3:34]. (3) Given the product [O:12]=[C:10]1[CH2:11][N:8]([C:6]([O:5][C:1]([CH3:4])([CH3:3])[CH3:2])=[O:7])[CH2:9]1, predict the reactants needed to synthesize it. The reactants are: [C:1]([O:5][C:6]([N:8]1[CH2:11][CH:10]([OH:12])[CH2:9]1)=[O:7])([CH3:4])([CH3:3])[CH3:2]. (4) Given the product [O:9]1[CH2:10][CH2:11][N:6]([C:4](=[O:5])[CH2:3][C@@H:2]([NH:1][C:30]2[CH:35]=[CH:34][C:33]([S:36]([NH2:39])(=[O:38])=[O:37])=[CH:32][C:31]=2[N+:40]([O-:42])=[O:41])[CH2:12][S:13][C:14]2[CH:19]=[CH:18][CH:17]=[CH:16][CH:15]=2)[CH2:7][CH2:8]1, predict the reactants needed to synthesize it. The reactants are: [NH2:1][C@@H:2]([CH2:12][S:13][C:14]1[CH:19]=[CH:18][CH:17]=[CH:16][CH:15]=1)[CH2:3][C:4]([N:6]1[CH2:11][CH2:10][O:9][CH2:8][CH2:7]1)=[O:5].CCN(C(C)C)C(C)C.F[C:30]1[CH:35]=[CH:34][C:33]([S:36]([NH2:39])(=[O:38])=[O:37])=[CH:32][C:31]=1[N+:40]([O-:42])=[O:41]. (5) The reactants are: [O:1]=[C:2]1[C:7]([C:8]([NH:10][NH2:11])=O)=[CH:6][C:5]([C:12]2[CH:17]=[CH:16][N:15]=[CH:14][CH:13]=2)=[N:4][NH:3]1.[C:18]([NH2:21])(=S)[CH3:19].C(N(CC)CC)C.N1C=CC=CC=1. Given the product [CH3:19][C:18]1[NH:21][C:8]([C:7]2[C:2](=[O:1])[NH:3][N:4]=[C:5]([C:12]3[CH:17]=[CH:16][N:15]=[CH:14][CH:13]=3)[CH:6]=2)=[N:10][N:11]=1, predict the reactants needed to synthesize it. (6) The reactants are: [CH2:1]([S:8][C:9]1[S:13][C:12]([SH:14])=[N:11][N:10]=1)[C:2]1[CH:7]=[CH:6][CH:5]=[CH:4][CH:3]=1.[H-].[Na+].Cl[C:18]1[C:19]([C:24]#[N:25])=[N:20][CH:21]=[CH:22][N:23]=1. Given the product [CH2:1]([S:8][C:9]1[S:13][C:12]([S:14][C:18]2[C:19]([C:24]#[N:25])=[N:20][CH:21]=[CH:22][N:23]=2)=[N:11][N:10]=1)[C:2]1[CH:3]=[CH:4][CH:5]=[CH:6][CH:7]=1, predict the reactants needed to synthesize it. (7) The reactants are: [CH3:1][C:2]1[C:6]([C:7]2[CH:8]=[C:9](B3OC(C)(C)C(C)(C)O3)[C:10]3[NH:14][C:13](=[O:15])[NH:12][C:11]=3[CH:16]=2)=[C:5]([CH3:26])[O:4][N:3]=1.Cl[C:28]1[C:37]2[C:32](=[CH:33][CH:34]=[CH:35][CH:36]=2)[N:31]=[N:30][C:29]=1[C:38]([O:40]C)=[O:39].N1(C2CCCCCCCCCC2)CCCN=CCCCCC1. Given the product [CH3:1][C:2]1[C:6]([C:7]2[CH:8]=[C:9]([C:28]3[C:37]4[C:32](=[CH:33][CH:34]=[CH:35][CH:36]=4)[N:31]=[N:30][C:29]=3[C:38]([OH:40])=[O:39])[C:10]3[NH:14][C:13](=[O:15])[NH:12][C:11]=3[CH:16]=2)=[C:5]([CH3:26])[O:4][N:3]=1, predict the reactants needed to synthesize it.